This data is from Catalyst prediction with 721,799 reactions and 888 catalyst types from USPTO. The task is: Predict which catalyst facilitates the given reaction. (1) Product: [N:12]1([C:8]2[O:7][C:6]([C:4]([OH:5])=[O:3])=[C:10]([CH3:11])[CH:9]=2)[CH2:16][CH2:15][CH2:14][CH2:13]1. The catalyst class is: 8. Reactant: C([O:3][C:4]([C:6]1[O:7][C:8]([N:12]2[CH2:16][CH2:15][CH2:14][CH2:13]2)=[CH:9][C:10]=1[CH3:11])=[O:5])C.[OH-].[Na+].Cl. (2) Reactant: Br[C:2]1[CH:3]=[C:4]([C:21]2[C:22]([CH3:27])=[N:23][O:24][C:25]=2[CH3:26])[C:5]2[O:10][CH2:9][C@H:8]([C:11]3[CH:16]=[CH:15][CH:14]=[CH:13][N:12]=3)[N:7]3[C:17](=[O:20])[NH:18][C:19]=1[C:6]=23.[CH3:28][C:29]1(C)C(C)(C)OB(C=C)O1.ClCCl.C(=O)([O-])[O-].[K+].[K+]. Product: [CH3:27][C:22]1[C:21]([C:4]2[C:5]3[O:10][CH2:9][C@H:8]([C:11]4[CH:16]=[CH:15][CH:14]=[CH:13][N:12]=4)[N:7]4[C:17](=[O:20])[NH:18][C:19]([C:6]=34)=[C:2]([CH:28]=[CH2:29])[CH:3]=2)=[C:25]([CH3:26])[O:24][N:23]=1. The catalyst class is: 117. (3) Reactant: [Br:1][C:2]1[C:3]([CH3:18])=[N:4][N:5]([CH2:14][CH2:15][CH:16]=[O:17])[C:6]=1[C:7]1[CH:12]=[CH:11][C:10]([F:13])=[CH:9][CH:8]=1.[F:19][C:20]([Si](C)(C)C)([F:22])[F:21].[F-].C([N+](CCCC)(CCCC)CCCC)CCC. Product: [Br:1][C:2]1[C:3]([CH3:18])=[N:4][N:5]([CH2:14][CH2:15][CH:16]([OH:17])[C:20]([F:22])([F:21])[F:19])[C:6]=1[C:7]1[CH:8]=[CH:9][C:10]([F:13])=[CH:11][CH:12]=1. The catalyst class is: 7. (4) Reactant: [CH:1]1([C:7]2[C:15]3[CH:14]=[CH:13][C:12]([C:16]([O:18]C)=[O:17])=[CH:11][C:10]=3[N:9]3[CH2:20][CH2:21][N:22]([CH2:29][CH2:30][N:31]([CH3:33])[CH3:32])[CH2:23][C:24]4[CH:28]=[CH:27][O:26][C:25]=4[C:8]=23)[CH2:6][CH2:5][CH2:4][CH2:3][CH2:2]1.[OH-].[Na+].Cl. The catalyst class is: 5. Product: [CH:1]1([C:7]2[C:15]3[CH:14]=[CH:13][C:12]([C:16]([OH:18])=[O:17])=[CH:11][C:10]=3[N:9]3[CH2:20][CH2:21][N:22]([CH2:29][CH2:30][N:31]([CH3:33])[CH3:32])[CH2:23][C:24]4[CH:28]=[CH:27][O:26][C:25]=4[C:8]=23)[CH2:2][CH2:3][CH2:4][CH2:5][CH2:6]1. (5) Reactant: [NH2:1][C:2]1[CH:17]=[CH:16][C:5]([O:6][C:7]2[CH:8]=[C:9]([C:13](=O)[CH3:14])[CH:10]=[CH:11][CH:12]=2)=[C:4]([Cl:18])[CH:3]=1.Cl.[CH2:20]([O:22][NH2:23])[CH3:21].C([O-])(=O)C.[Na+]. Product: [CH2:20]([O:22]/[N:23]=[C:13](/[C:9]1[CH:10]=[CH:11][CH:12]=[C:7]([O:6][C:5]2[CH:16]=[CH:17][C:2]([NH2:1])=[CH:3][C:4]=2[Cl:18])[CH:8]=1)\[CH3:14])[CH3:21]. The catalyst class is: 8. (6) Reactant: CC[N:3](C(C)C)C(C)C.NCCO[CH2:14][CH2:15][O:16][CH2:17][CH2:18][NH:19][C:20](=[O:26])[O:21][C:22]([CH3:25])([CH3:24])[CH3:23].[N:27]([CH2:30][CH2:31][CH2:32][NH:33][C:34]1[N:39]=[C:38](Cl)[N:37]=[C:36]([NH:41][CH2:42][CH2:43][OH:44])[N:35]=1)=[N+:28]=[N-:29]. Product: [N:27]([CH2:30][CH2:31][CH2:32][NH:33][C:34]1[N:35]=[C:36]([NH:41][CH2:42][CH2:43][OH:44])[N:37]=[C:38]([NH:3][CH2:14][CH2:15][O:16][CH2:17][CH2:18][NH:19][C:20](=[O:26])[O:21][C:22]([CH3:23])([CH3:24])[CH3:25])[N:39]=1)=[N+:28]=[N-:29]. The catalyst class is: 1. (7) Reactant: [C:1]([C:3]1[CH:8]=[CH:7][C:6]([CH2:9][CH2:10][C:11]([CH2:24][C:25]2[CH:30]=[C:29]([F:31])[C:28]([O:32][Si:33]([CH:40]([CH3:42])[CH3:41])([CH:37]([CH3:39])[CH3:38])[CH:34]([CH3:36])[CH3:35])=[C:27]([F:43])[CH:26]=2)(C(OCC=C)=O)[C:12]([O:14]CC=C)=[O:13])=[CH:5][CH:4]=1)#[N:2].C1(P(C2C=CC=CC=2)C2C=CC=CC=2)C=CC=CC=1.C(N(CC)CC)C.C(O)=O. Product: [C:1]([C:3]1[CH:8]=[CH:7][C:6]([CH2:9][CH2:10][CH:11]([CH2:24][C:25]2[CH:26]=[C:27]([F:43])[C:28]([O:32][Si:33]([CH:34]([CH3:36])[CH3:35])([CH:37]([CH3:39])[CH3:38])[CH:40]([CH3:41])[CH3:42])=[C:29]([F:31])[CH:30]=2)[C:12]([OH:14])=[O:13])=[CH:5][CH:4]=1)#[N:2]. The catalyst class is: 160.